From a dataset of Forward reaction prediction with 1.9M reactions from USPTO patents (1976-2016). Predict the product of the given reaction. Given the reactants C(O[BH-](OC(=O)C)OC(=O)C)(=O)C.[Na+].[OH:15][C@H:16]1[CH2:36][CH2:35][C@@:34]2([CH3:37])[CH:18]([CH2:19][CH2:20][C:21]3[C:22]4[C@:30]([CH3:38])([CH2:31][CH2:32][C:33]=32)[C@@H:25]([C@H:26]([CH3:29])[CH:27]=O)[CH2:24][CH:23]=4)[C:17]1([CH3:40])[CH3:39].[NH:41]1[CH2:46][CH2:45][CH2:44][CH2:43][CH2:42]1.C(=O)(O)[O-].[Na+], predict the reaction product. The product is: [N:41]1([CH2:29][C@H:26]([C@@H:25]2[C@:30]3([CH3:38])[C:22]([C:21]4[CH2:20][CH2:19][C@@H:18]5[C@:34]([C:33]=4[CH2:32][CH2:31]3)([CH3:37])[CH2:35][CH2:36][C@H:16]([OH:15])[C:17]5([CH3:40])[CH3:39])=[CH:23][CH2:24]2)[CH3:27])[CH2:46][CH2:45][CH2:44][CH2:43][CH2:42]1.